Dataset: Catalyst prediction with 721,799 reactions and 888 catalyst types from USPTO. Task: Predict which catalyst facilitates the given reaction. (1) Reactant: Br[C:2]1[CH:3]=[C:4]2[C:8](=[C:9]([CH3:11])[CH:10]=1)[C:7](=O)[N:6]([CH2:13][C:14]1[CH:19]=[CH:18][C:17]([O:20][C:21]([F:24])([F:23])[F:22])=[CH:16][CH:15]=1)[CH2:5]2.[CH3:25][N:26]1[CH2:31][CH2:30][N:29]([CH2:32][CH2:33][OH:34])[CH2:28][CH2:27]1.C([O-])([O-])=O.[Cs+].[Cs+].C(Cl)(Cl)Cl.CO. Product: [CH3:11][C:9]1[CH:10]=[C:2]([O:34][CH2:33][CH2:32][N:29]2[CH2:30][CH2:31][N:26]([CH3:25])[CH2:27][CH2:28]2)[CH:3]=[C:4]2[C:8]=1[CH2:7][N:6]([CH2:13][C:14]1[CH:19]=[CH:18][C:17]([O:20][C:21]([F:23])([F:22])[F:24])=[CH:16][CH:15]=1)[CH2:5]2. The catalyst class is: 222. (2) Reactant: [C:1]1(B(O)O)[CH:6]=[CH:5][CH:4]=[CH:3][CH:2]=1.C(=O)([O-])[O-].[K+].[K+].Br[C:17]1[C:21]2=[N:22][CH:23]=[C:24]([S:26][CH3:27])[N:25]=[C:20]2[N:19]([CH2:28][O:29][CH2:30][CH2:31][Si:32]([CH3:35])([CH3:34])[CH3:33])[C:18]=1[C:36]1[CH:41]=[CH:40][C:39]([C:42]2([NH:46][C:47](=[O:53])[O:48][C:49]([CH3:52])([CH3:51])[CH3:50])[CH2:45][CH2:44][CH2:43]2)=[CH:38][CH:37]=1. Product: [CH3:27][S:26][C:24]1[N:25]=[C:20]2[N:19]([CH2:28][O:29][CH2:30][CH2:31][Si:32]([CH3:35])([CH3:34])[CH3:33])[C:18]([C:36]3[CH:41]=[CH:40][C:39]([C:42]4([NH:46][C:47](=[O:53])[O:48][C:49]([CH3:52])([CH3:51])[CH3:50])[CH2:45][CH2:44][CH2:43]4)=[CH:38][CH:37]=3)=[C:17]([C:1]3[CH:6]=[CH:5][CH:4]=[CH:3][CH:2]=3)[C:21]2=[N:22][CH:23]=1. The catalyst class is: 128. (3) The catalyst class is: 1. Reactant: [C:1]([C:3]1[CH:8]=[CH:7][C:6]([N:9]=[C:10]=[S:11])=[CH:5][CH:4]=1)#[N:2].[CH3:12][C:13]([CH3:18])([CH3:17])[CH:14]([NH2:16])[CH3:15]. Product: [C:1]([C:3]1[CH:4]=[CH:5][C:6]([NH:9][C:10]([NH:16][CH:14]([CH3:15])[C:13]([CH3:18])([CH3:17])[CH3:12])=[S:11])=[CH:7][CH:8]=1)#[N:2]. (4) Reactant: [Cl:1][C:2]1[CH:10]=[CH:9][CH:8]=[C:7]2[C:3]=1[C:4](=[O:22])[C:5](=[O:21])[N:6]2[CH:11]([CH2:15][CH:16]1[CH2:20][CH2:19][CH2:18][CH2:17]1)[C:12](O)=[O:13].[CH3:23][N:24]1[CH:28]=[CH:27][C:26]([NH2:29])=[N:25]1.C(N(CC)C(C)C)(C)C.F[P-](F)(F)(F)(F)F.N1(O[P+](N(C)C)(N(C)C)N(C)C)C2C=CC=CC=2N=N1. Product: [Cl:1][C:2]1[CH:10]=[CH:9][CH:8]=[C:7]2[C:3]=1[C:4](=[O:22])[C:5](=[O:21])[N:6]2[CH:11]([CH2:15][CH:16]1[CH2:17][CH2:18][CH2:19][CH2:20]1)[C:12]([NH:29][C:26]1[CH:27]=[CH:28][N:24]([CH3:23])[N:25]=1)=[O:13]. The catalyst class is: 42. (5) Reactant: [O:1]1[C:5]2[CH:6]=[CH:7][C:8]([C:10]([CH2:29][CH3:30])=[C:11]([C:22]3[CH:27]=[CH:26][C:25]([OH:28])=[CH:24][CH:23]=3)[C:12]3[CH:17]=[CH:16][C:15]([O:18][CH2:19][CH2:20]Cl)=[CH:14][CH:13]=3)=[CH:9][C:4]=2[N:3]=[CH:2]1.[CH3:31][NH2:32]. Product: [O:1]1[C:5]2[CH:6]=[CH:7][C:8]([C:10]([CH2:29][CH3:30])=[C:11]([C:22]3[CH:27]=[CH:26][C:25]([OH:28])=[CH:24][CH:23]=3)[C:12]3[CH:17]=[CH:16][C:15]([O:18][CH2:19][CH2:20][NH:32][CH3:31])=[CH:14][CH:13]=3)=[CH:9][C:4]=2[N:3]=[CH:2]1. The catalyst class is: 5. (6) Reactant: C(N(CC)CC)C.[NH2:8][CH2:9][CH2:10][CH2:11][NH:12][C:13](=[O:19])[O:14][C:15]([CH3:18])([CH3:17])[CH3:16].[Br:20][C:21]1[CH:30]=[C:29]2[C:24]([C:25](Cl)=[C:26]([N+:31]([O-:33])=[O:32])[CH:27]=[N:28]2)=[CH:23][CH:22]=1.O. Product: [Br:20][C:21]1[CH:30]=[C:29]2[C:24]([C:25]([NH:8][CH2:9][CH2:10][CH2:11][NH:12][C:13](=[O:19])[O:14][C:15]([CH3:16])([CH3:18])[CH3:17])=[C:26]([N+:31]([O-:33])=[O:32])[CH:27]=[N:28]2)=[CH:23][CH:22]=1. The catalyst class is: 3. (7) The catalyst class is: 31. Product: [S:15]1[CH:19]=[CH:18][CH:17]=[C:16]1[CH2:20][NH:21][C:12]([C:10]1[CH:11]=[C:4]2[CH:3]=[C:2]([Br:1])[CH:7]=[C:6]([Cl:8])[N:5]2[N:9]=1)=[O:14]. Reactant: [Br:1][C:2]1[CH:7]=[C:6]([Cl:8])[N:5]2[N:9]=[C:10]([C:12]([OH:14])=O)[CH:11]=[C:4]2[CH:3]=1.[S:15]1[CH:19]=[CH:18][CH:17]=[C:16]1[CH2:20][NH2:21].C(N(CC)C(C)C)(C)C.C1CN([P+](Br)(N2CCCC2)N2CCCC2)CC1.F[P-](F)(F)(F)(F)F. (8) Reactant: CON(C)[C:4]([C:6]1[S:7][C:8]([C:11]2[CH:16]=[CH:15][N:14]=[C:13]([NH:17][C:18]3[CH:23]=[CH:22][CH:21]=[C:20]([CH:24]([OH:26])[CH3:25])[CH:19]=3)[N:12]=2)=[CH:9][CH:10]=1)=[O:5].[CH3:28][Mg]Br. Product: [OH:26][CH:24]([C:20]1[CH:19]=[C:18]([NH:17][C:13]2[N:12]=[C:11]([C:8]3[S:7][C:6]([C:4](=[O:5])[CH3:28])=[CH:10][CH:9]=3)[CH:16]=[CH:15][N:14]=2)[CH:23]=[CH:22][CH:21]=1)[CH3:25]. The catalyst class is: 1.